Predict the reaction yield, written as a fraction of the theoretical maximum amount of product (1.0 means a 100% yield; for example, 0.34 means a 34% yield). From a dataset of Reaction yield outcomes from USPTO patents with 853,638 reactions. The reactants are [CH3:1][N:2]([CH3:27])[C:3](=[O:26])[CH2:4][N:5]1[C:13]2[CH:12]=[CH:11][CH:10]=[CH:9][C:8]=2[C:7]2[CH2:14][CH2:15][N:16](C(OC(C)(C)C)=O)[CH2:17][CH2:18][C:6]1=2.C(C(O)=O)(F)(F)F.[ClH:35]. The catalyst is C(Cl)Cl.CCOC(C)=O.CCOCC. The product is [ClH:35].[CH3:1][N:2]([CH3:27])[C:3](=[O:26])[CH2:4][N:5]1[C:13]2[CH:12]=[CH:11][CH:10]=[CH:9][C:8]=2[C:7]2[CH2:14][CH2:15][NH:16][CH2:17][CH2:18][C:6]1=2. The yield is 0.950.